This data is from Catalyst prediction with 721,799 reactions and 888 catalyst types from USPTO. The task is: Predict which catalyst facilitates the given reaction. (1) The catalyst class is: 1. Reactant: [C:1]1([CH2:7][C:8]([C:10]2[C:18]3[C:13](=[N:14][CH:15]=[CH:16][CH:17]=3)[NH:12][CH:11]=2)=[O:9])[CH:6]=[CH:5][CH:4]=[CH:3][CH:2]=1.C(O[CH:24](N(C)C)[N:25](C)C)(C)(C)C.Cl.NO.C([O-])(=O)C.[Na+].C([O-])(O)=O.[Na+]. Product: [C:1]1([C:7]2[CH:24]=[N:25][O:9][C:8]=2[C:10]2[C:18]3[C:13](=[N:14][CH:15]=[CH:16][CH:17]=3)[NH:12][CH:11]=2)[CH:2]=[CH:3][CH:4]=[CH:5][CH:6]=1. (2) Reactant: [CH:1]1[C:13]2[N:12]([CH:14]3[C:23]4[C:18](=[CH:19][CH:20]=[CH:21][CH:22]=4)[N:17]([C:24](=[O:35])[C:25]4[CH:30]=[CH:29][C:28]([O:31][CH3:32])=[C:27]([O:33][CH3:34])[CH:26]=4)[CH:16]([CH2:36][CH2:37][CH2:38][CH2:39][C:40](O)=[O:41])[CH2:15]3)[C:11]3[C:6](=[CH:7][CH:8]=[CH:9][CH:10]=3)[C:5]=2[CH:4]=[CH:3][CH:2]=1.ClCCl.S(Cl)(Cl)=O.[CH3:50][NH2:51].CO. Product: [CH:10]1[C:11]2[N:12]([CH:14]3[C:23]4[C:18](=[CH:19][CH:20]=[CH:21][CH:22]=4)[N:17]([C:24](=[O:35])[C:25]4[CH:30]=[CH:29][C:28]([O:31][CH3:32])=[C:27]([O:33][CH3:34])[CH:26]=4)[CH:16]([CH2:36][CH2:37][CH2:38][CH2:39][C:40]([NH:51][CH3:50])=[O:41])[CH2:15]3)[C:13]3[C:5](=[CH:4][CH:3]=[CH:2][CH:1]=3)[C:6]=2[CH:7]=[CH:8][CH:9]=1. The catalyst class is: 9. (3) Reactant: [CH2:1]([Mg]Br)[CH2:2][CH2:3][CH2:4][CH2:5][CH2:6][CH2:7][CH2:8][CH2:9][CH2:10][CH2:11][CH3:12].C([O:17][CH2:18][CH3:19])C.[BH4-].[Na+]. Product: [CH3:12][CH2:11][CH2:10][CH2:9][CH2:8][CH2:7][CH2:6][CH2:5][CH2:4][CH2:3][CH2:2][CH2:1][CH:18]([OH:17])[CH2:19][CH2:12][CH2:11][CH2:10][CH2:9][CH2:8][CH2:7]/[CH:6]=[CH:5]\[CH2:4]/[CH:3]=[CH:2]\[CH2:1][CH2:1][CH2:2][CH2:3][CH3:4]. The catalyst class is: 111. (4) Reactant: C[O:2][C:3](=O)[C@H:4]([CH2:28][CH2:29][S:30][CH3:31])[NH:5][C:6](=[O:27])[C:7]1[CH:12]=[CH:11][C:10]([CH2:13][O:14][C:15]2[CH:16]=[N:17][CH:18]=[CH:19][CH:20]=2)=[CH:9][C:8]=1[C:21]1[CH:26]=[CH:25][CH:24]=[CH:23][CH:22]=1.Cl.[NH2:34][OH:35].C(=O)([O-])[O-].[K+].[K+].[OH-].[K+]. Product: [N:17]1[CH:18]=[CH:19][CH:20]=[C:15]([O:14][CH2:13][C:10]2[CH:11]=[CH:12][C:7]([C:6]([NH:5][C@H:4]([C:3]([NH:34][OH:35])=[O:2])[CH2:28][CH2:29][S:30][CH3:31])=[O:27])=[C:8]([C:21]3[CH:26]=[CH:25][CH:24]=[CH:23][CH:22]=3)[CH:9]=2)[CH:16]=1. The catalyst class is: 5. (5) Reactant: [CH3:1][CH2:2][CH2:3][NH:4][C:5]([CH2:8][CH:9]1[CH2:14][CH2:13][CH2:12][CH2:11][CH2:10]1)([CH3:7])[CH3:6].[CH3:15]CN(CC)CC.S(OS(C(F)(F)F)(=O)=O)(C(F)(F)F)(=O)=O.O. Product: [CH3:15][CH2:1][CH2:2][CH2:3][NH:4][C:5]([CH2:8][C:9]1[CH:10]=[CH:11][CH:12]=[CH:13][CH:14]=1)([CH3:7])[CH3:6]. The catalyst class is: 4. (6) Reactant: [CH2:1]([CH:3]1[CH2:7][O:6][C:5](=[O:8])[N:4]1[CH2:9][C:10]1[CH:15]=[CH:14][CH:13]=[CH:12][C:11]=1[NH:16][S:17]([C:20]([F:23])([F:22])[F:21])(=[O:19])=[O:18])[CH3:2].C(=O)(O)[O-].[Na+].Cl[C:30]([O:32][CH2:33][CH:34]([CH3:36])[CH3:35])=[O:31]. Product: [CH2:1]([CH:3]1[CH2:7][O:6][C:5](=[O:8])[N:4]1[CH2:9][C:10]1[CH:15]=[CH:14][CH:13]=[CH:12][C:11]=1[N:16]([C:30]([O:32][CH2:33][CH:34]([CH3:36])[CH3:35])=[O:31])[S:17]([C:20]([F:22])([F:23])[F:21])(=[O:18])=[O:19])[CH3:2]. The catalyst class is: 10. (7) Reactant: [Cl:1][C:2]1[N:10]=[CH:9][C:8]2[N:7](S(C3C=CC(C)=CC=3)(=O)=O)[C:6]3[N:21]=[CH:22][C:23]([O:26][CH2:27][CH2:28][O:29][CH3:30])=[C:24]([I:25])[C:5]=3[C:4]=2[CH:3]=1.O.[OH-].[Li+].O.Cl. Product: [Cl:1][C:2]1[N:10]=[CH:9][C:8]2[NH:7][C:6]3[N:21]=[CH:22][C:23]([O:26][CH2:27][CH2:28][O:29][CH3:30])=[C:24]([I:25])[C:5]=3[C:4]=2[CH:3]=1. The catalyst class is: 36.